This data is from Catalyst prediction with 721,799 reactions and 888 catalyst types from USPTO. The task is: Predict which catalyst facilitates the given reaction. (1) Reactant: [C:1]([O:5][C@@H:6]([C:12]1[C:13]([CH3:41])=[N:14][C:15]2[N:16]([N:30]=[C:31]([C:34]3[CH:39]=[CH:38][CH:37]=[C:36]([Cl:40])[CH:35]=3)[C:32]=2[CH3:33])[C:17]=1[C:18]1[C:19]([CH3:29])=[C:20]2[C:25](=[C:26]([F:28])[CH:27]=1)[O:24][CH2:23][CH2:22][CH2:21]2)[C:7]([O:9]CC)=[O:8])([CH3:4])([CH3:3])[CH3:2].[OH-].[Na+]. Product: [C:1]([O:5][C@@H:6]([C:12]1[C:13]([CH3:41])=[N:14][C:15]2[N:16]([N:30]=[C:31]([C:34]3[CH:39]=[CH:38][CH:37]=[C:36]([Cl:40])[CH:35]=3)[C:32]=2[CH3:33])[C:17]=1[C:18]1[C:19]([CH3:29])=[C:20]2[C:25](=[C:26]([F:28])[CH:27]=1)[O:24][CH2:23][CH2:22][CH2:21]2)[C:7]([OH:9])=[O:8])([CH3:4])([CH3:3])[CH3:2]. The catalyst class is: 5. (2) Reactant: [Li]CCCC.Br[C:7]1[CH:12]=[CH:11][CH:10]=[C:9]([C:13]([F:16])([F:15])[F:14])[CH:8]=1.[O:17]1[C:21]2([CH2:26][CH2:25][C:24](=[O:27])[CH2:23][CH2:22]2)[O:20][CH2:19][CH2:18]1. Product: [F:14][C:13]([F:16])([F:15])[C:9]1[CH:8]=[C:7]([C:24]2([OH:27])[CH2:25][CH2:26][C:21]3([O:20][CH2:19][CH2:18][O:17]3)[CH2:22][CH2:23]2)[CH:12]=[CH:11][CH:10]=1. The catalyst class is: 1. (3) Reactant: Br[C:2]1[CH:3]=[CH:4][C:5]([C:14]([O:16][CH3:17])=[O:15])=[N:6][C:7]=1[NH:8][C:9]([CH:11]1[CH2:13][CH2:12]1)=[S:10].[H-].[Na+].O.Cl. Product: [CH:11]1([C:9]2[S:10][C:2]3[C:7]([N:8]=2)=[N:6][C:5]([C:14]([O:16][CH3:17])=[O:15])=[CH:4][CH:3]=3)[CH2:13][CH2:12]1. The catalyst class is: 16. (4) Reactant: [CH2:1]([O:8][CH2:9][C@@H:10]([C:19](N(OC)C)=[O:20])[NH:11][C:12]([O:14][C:15]([CH3:18])([CH3:17])[CH3:16])=[O:13])[C:2]1[CH:7]=[CH:6][CH:5]=[CH:4][CH:3]=1.[H-].[H-].[H-].[H-].[Li+].[Al+3]. Product: [CH2:1]([O:8][CH2:9][CH:10]([NH:11][C:12](=[O:13])[O:14][C:15]([CH3:17])([CH3:16])[CH3:18])[CH:19]=[O:20])[C:2]1[CH:3]=[CH:4][CH:5]=[CH:6][CH:7]=1. The catalyst class is: 27.